This data is from Ames mutagenicity test results for genotoxicity prediction. The task is: Regression/Classification. Given a drug SMILES string, predict its toxicity properties. Task type varies by dataset: regression for continuous values (e.g., LD50, hERG inhibition percentage) or binary classification for toxic/non-toxic outcomes (e.g., AMES mutagenicity, cardiotoxicity, hepatotoxicity). Dataset: ames. (1) The molecule is O=[N+]([O-])c1ccc2c(c1)-c1cc3ccccc3c3cccc-2c13. The result is 1 (mutagenic). (2) The molecule is c1ccc2c(c1)-c1cc3c(cc1C1OC21)-c1ccccc1C1OC31. The result is 1 (mutagenic). (3) The compound is O=C(O)COc1ccc2ccccc2c1. The result is 0 (non-mutagenic). (4) The drug is C[N+]1=CC=C(c2ccccc2)CC1. The result is 1 (mutagenic). (5) The drug is CCN(CC)CCNc1ccc2ncn3c4ccc(O)cc4c(=O)c1c23. The result is 1 (mutagenic). (6) The molecule is O=[N+]([O-])c1ccc2ccc3cc4c(c5ccc1c2c35)CCCC4O. The result is 1 (mutagenic). (7) The drug is Clc1nc2ccccc2nc1Cl. The result is 0 (non-mutagenic). (8) The drug is O=[N+]([O-])c1ccc(N=Nc2ccc(N(CCO)CCO)cc2)c([N+](=O)[O-])c1. The result is 1 (mutagenic). (9) The compound is Cc1c2ccccc2c(COS(=O)(=O)O)c2ccc3ccccc3c12. The result is 1 (mutagenic).